From a dataset of Reaction yield outcomes from USPTO patents with 853,638 reactions. Predict the reaction yield, written as a fraction of the theoretical maximum amount of product (1.0 means a 100% yield; for example, 0.34 means a 34% yield). (1) The yield is 0.910. The product is [F:16][C:13]1[CH:14]=[CH:15][C:10]([C:9]2[C:5]([C:3]([OH:4])=[O:2])=[N:6][N:7]([CH3:17])[N:8]=2)=[CH:11][CH:12]=1. The reactants are C[O:2][C:3]([C:5]1[C:9]([C:10]2[CH:15]=[CH:14][C:13]([F:16])=[CH:12][CH:11]=2)=[N:8][N:7]([CH3:17])[N:6]=1)=[O:4].[OH-].[Na+].Cl. The catalyst is O. (2) The reactants are [H-].[Na+].[O:3]1[CH2:8][CH2:7][NH:6][C:5]2[CH:9]=[CH:10][CH:11]=[CH:12][C:4]1=2.I[CH3:14]. The catalyst is O1CCCC1. The product is [CH3:14][N:6]1[CH2:7][CH2:8][O:3][C:4]2[CH:12]=[CH:11][CH:10]=[CH:9][C:5]1=2. The yield is 0.500. (3) The reactants are C(OC([N:8]1[CH2:36][CH2:35][N:11]2[C:12]3[CH:13]=[CH:14][CH:15]=[CH:16][C:17]=3[C:18]([C:19]([N:21]3[CH2:26][CH2:25][CH:24]([C:27]4[CH:32]=[CH:31][CH:30]=[CH:29][C:28]=4[O:33][CH3:34])[CH2:23][CH2:22]3)=[O:20])=[C:10]2[CH2:9]1)=O)(C)(C)C.[ClH:37]. The catalyst is CO. The product is [ClH:37].[CH3:34][O:33][C:28]1[CH:29]=[CH:30][CH:31]=[CH:32][C:27]=1[CH:24]1[CH2:25][CH2:26][N:21]([C:19]([C:18]2[C:17]3[CH:16]=[CH:15][CH:14]=[CH:13][C:12]=3[N:11]3[CH2:35][CH2:36][NH:8][CH2:9][C:10]=23)=[O:20])[CH2:22][CH2:23]1. The yield is 0.970. (4) The reactants are [C:1]([O:4][CH2:5][C:6]1[C:7]([N:38]2[CH2:49][CH2:48][N:47]3[C:40](=[CH:41][C:42]4[CH2:43][C:44]([CH3:51])([CH3:50])[CH2:45][C:46]=43)[C:39]2=[O:52])=[N:8][CH:9]=[CH:10][C:11]=1[C:12]1[CH:17]=[C:16]([NH:18][C:19]2[CH:24]=[CH:23][CH:22]=[C:21]([O:25][CH2:26][CH2:27][NH:28]C(OC(C)(C)C)=O)[N:20]=2)[C:15](=[O:36])[N:14]([CH3:37])[CH:13]=1)(=[O:3])[CH3:2].Cl. The catalyst is C(Cl)Cl. The product is [C:1]([O:4][CH2:5][C:6]1[C:7]([N:38]2[CH2:49][CH2:48][N:47]3[C:40](=[CH:41][C:42]4[CH2:43][C:44]([CH3:51])([CH3:50])[CH2:45][C:46]=43)[C:39]2=[O:52])=[N:8][CH:9]=[CH:10][C:11]=1[C:12]1[CH:17]=[C:16]([NH:18][C:19]2[CH:24]=[CH:23][CH:22]=[C:21]([O:25][CH2:26][CH2:27][NH2:28])[N:20]=2)[C:15](=[O:36])[N:14]([CH3:37])[CH:13]=1)(=[O:3])[CH3:2]. The yield is 0.800. (5) The catalyst is O1CCOCC1.C1C=CC(/C=C/C(/C=C/C2C=CC=CC=2)=O)=CC=1.C1C=CC(/C=C/C(/C=C/C2C=CC=CC=2)=O)=CC=1.C1C=CC(/C=C/C(/C=C/C2C=CC=CC=2)=O)=CC=1.[Pd].[Pd]. The product is [C:31]([N:25]1[CH2:30][CH2:29][N:28]([C:2]2[CH:7]=[CH:6][C:5]([CH2:8][N:9]3[CH2:15][CH2:14][CH2:13][CH2:12][N:11]([C:16]4[CH:21]=[CH:20][CH:19]=[CH:18][CH:17]=4)[S:10]3(=[O:23])=[O:22])=[C:4]([F:24])[CH:3]=2)[CH2:27][CH2:26]1)(=[O:33])[CH3:32]. The reactants are Br[C:2]1[CH:7]=[CH:6][C:5]([CH2:8][N:9]2[CH2:15][CH2:14][CH2:13][CH2:12][N:11]([C:16]3[CH:21]=[CH:20][CH:19]=[CH:18][CH:17]=3)[S:10]2(=[O:23])=[O:22])=[C:4]([F:24])[CH:3]=1.[N:25]1([C:31](=[O:33])[CH3:32])[CH2:30][CH2:29][NH:28][CH2:27][CH2:26]1.C([O-])([O-])=O.[Cs+].[Cs+]. The yield is 0.310. (6) The reactants are Br[C:2]1[C:3]([F:9])=[CH:4][C:5]([NH2:8])=[N:6][CH:7]=1.[CH3:10][C:11]1([CH3:27])[C:15]([CH3:17])([CH3:16])[O:14][B:13]([B:13]2[O:14][C:15]([CH3:17])([CH3:16])[C:11]([CH3:27])([CH3:10])[O:12]2)[O:12]1.C([O-])(=O)C.[K+]. The catalyst is O1CCOCC1.C1C=CC(P(C2C=CC=CC=2)[C-]2C=CC=C2)=CC=1.C1C=CC(P(C2C=CC=CC=2)[C-]2C=CC=C2)=CC=1.Cl[Pd]Cl.[Fe+2].ClCCl. The product is [F:9][C:3]1[C:2]([B:13]2[O:14][C:15]([CH3:17])([CH3:16])[C:11]([CH3:27])([CH3:10])[O:12]2)=[CH:7][N:6]=[C:5]([NH2:8])[CH:4]=1. The yield is 1.00. (7) The reactants are FC(F)(F)C(O)=[O:4].[CH3:8][C:9]1[N:10]=[C:11]([S:14]([N:17]2[CH2:22][CH2:21][NH:20][C:19](=O)[CH2:18]2)(=[O:16])=[O:15])[S:12][CH:13]=1.[N:24]1([CH2:33][C:34](O)=[O:35])[CH:32]=[C:30]([CH3:31])[C:28](=[O:29])[NH:27][C:25]1=[O:26].C1CN([P+](ON2N=NC3C=CC=CC2=3)(N2CCCC2)N2CCCC2)CC1.F[P-](F)(F)(F)(F)F. The catalyst is CN(C=O)C. The product is [CH3:8][C:9]1[N:10]=[C:11]([S:14]([N:17]2[CH2:22][CH2:21][N:20]([C:34](=[O:35])[CH2:33][N:24]3[CH:32]=[C:30]([CH3:31])[C:28](=[O:29])[NH:27][C:25]3=[O:26])[CH2:19][C:18]2=[O:4])(=[O:16])=[O:15])[S:12][CH:13]=1. The yield is 0.560. (8) The reactants are I[C:2]1[CH:14]=[CH:13][C:5]2[C:6](=[O:12])[CH2:7][CH2:8][C:9](=[O:11])[NH:10][C:4]=2[CH:3]=1.[F-].[K+].[CH2:17]([Sn](CCCC)(CCCC)C=C)[CH2:18]CC.CCOC(C)=O. The catalyst is CN(C=O)C.[Cu]I.C1C=CC([P]([Pd]([P](C2C=CC=CC=2)(C2C=CC=CC=2)C2C=CC=CC=2)([P](C2C=CC=CC=2)(C2C=CC=CC=2)C2C=CC=CC=2)[P](C2C=CC=CC=2)(C2C=CC=CC=2)C2C=CC=CC=2)(C2C=CC=CC=2)C2C=CC=CC=2)=CC=1. The product is [CH:17]([C:2]1[CH:14]=[CH:13][C:5]2[C:6](=[O:12])[CH2:7][CH2:8][C:9](=[O:11])[NH:10][C:4]=2[CH:3]=1)=[CH2:18]. The yield is 0.400.